From a dataset of Full USPTO retrosynthesis dataset with 1.9M reactions from patents (1976-2016). Predict the reactants needed to synthesize the given product. (1) Given the product [F:1][C:2]([F:14])([F:15])[O:3][C:4]1[CH:5]=[CH:6][C:7]([CH2:10][CH2:11][NH2:13])=[CH:8][CH:9]=1, predict the reactants needed to synthesize it. The reactants are: [F:1][C:2]([F:15])([F:14])[O:3][C:4]1[CH:9]=[CH:8][C:7]([CH2:10][C:11]([NH2:13])=O)=[CH:6][CH:5]=1.CSC.B. (2) Given the product [N:24]1[C:23]2[CH:25]=[CH:26][NH:27][C:22]=2[CH:21]=[N:20][C:19]=1[CH:17]([N:16]([CH2:36][CH3:37])[C:12]1[N:11]=[C:10]([NH:9][C:6]2[CH:5]=[C:4]([CH:1]3[CH2:3][CH2:2]3)[NH:8][N:7]=2)[CH:15]=[CH:14][N:13]=1)[CH3:18], predict the reactants needed to synthesize it. The reactants are: [CH:1]1([C:4]2[NH:8][N:7]=[C:6]([NH:9][C:10]3[CH:15]=[CH:14][N:13]=[C:12]([N:16]([CH2:36][CH3:37])[CH:17]([C:19]4[N:20]=[CH:21][C:22]5[N:27](COCC[Si](C)(C)C)[CH:26]=[CH:25][C:23]=5[N:24]=4)[CH3:18])[N:11]=3)[CH:5]=2)[CH2:3][CH2:2]1.C(N)CN.[F-].C([N+](CCCC)(CCCC)CCCC)CCC.CCOC(C)=O.